This data is from Full USPTO retrosynthesis dataset with 1.9M reactions from patents (1976-2016). The task is: Predict the reactants needed to synthesize the given product. (1) Given the product [Cl:17][C:15]1[CH:14]=[CH:13][C:12]([OH:18])=[C:11]([CH:16]=1)[C:10]([NH:9][C:3]1[CH:4]=[C:5]([C:32]#[N:31])[CH:6]=[CH:7][C:2]=1[Cl:1])=[O:19], predict the reactants needed to synthesize it. The reactants are: [Cl:1][C:2]1[CH:7]=[C:6](Cl)[CH:5]=[CH:4][C:3]=1[NH:9][C:10](=[O:19])[C:11]1[CH:16]=[C:15]([Cl:17])[CH:14]=[CH:13][C:12]=1[OH:18].ClC1C=C(C(O)=O)C(O)=CC=1.[NH2:31][C:32]1C=C(C=CC=1Cl)C#N.P(Cl)(Cl)Cl. (2) Given the product [CH3:23][N:2]([CH3:1])[C:3]1[CH:12]=[C:11]([CH2:13][OH:14])[CH:10]=[CH:9][C:4]=1[C:5]([O:7][CH3:8])=[O:6], predict the reactants needed to synthesize it. The reactants are: [CH3:1][N:2]([CH3:23])[C:3]1[CH:12]=[C:11]([C:13](OCC2C=CC=CC=2)=[O:14])[CH:10]=[CH:9][C:4]=1[C:5]([O:7][CH3:8])=[O:6].C(N(CC)CC)C.ClC(OCC)=O.[BH4-].[Na+]. (3) Given the product [Br:1][CH2:42][C:41]([C:39]1[CH:40]=[C:35]([Cl:34])[CH:36]=[CH:37][C:38]=1[OH:44])=[O:43], predict the reactants needed to synthesize it. The reactants are: [Br-:1].[Br-].[Br-].C1([N+](C)(C)C)C=CC=CC=1.C1([N+](C)(C)C)C=CC=CC=1.C1([N+](C)(C)C)C=CC=CC=1.[Cl:34][C:35]1[CH:36]=[CH:37][C:38]([OH:44])=[C:39]([C:41](=[O:43])[CH3:42])[CH:40]=1.O.